Dataset: Full USPTO retrosynthesis dataset with 1.9M reactions from patents (1976-2016). Task: Predict the reactants needed to synthesize the given product. (1) Given the product [F:1][C:2]1[CH:3]=[C:4]2[C:8](=[CH:9][CH:10]=1)[NH:7][C:6](=[O:11])[C:5]2=[CH:12][C:13]1[CH:29]=[CH:28][C:16]([C:17]([NH:19][CH2:20][CH2:21][CH2:22][CH2:23][CH2:24][C:25]([NH:48][C:47]2[CH:46]=[CH:45][CH:44]=[CH:43][C:51]=2[NH2:50])=[O:26])=[O:18])=[CH:15][CH:14]=1, predict the reactants needed to synthesize it. The reactants are: [F:1][C:2]1[CH:3]=[C:4]2[C:8](=[CH:9][CH:10]=1)[NH:7][C:6](=[O:11])[C:5]2=[CH:12][C:13]1[CH:29]=[CH:28][C:16]([C:17]([NH:19][CH2:20][CH2:21][CH2:22][CH2:23][CH2:24][C:25](O)=[O:26])=[O:18])=[CH:15][CH:14]=1.Cl.C(N=C=NCCCN(C)C)C.O[C:43]1[C:51]2[N:50]=N[NH:48][C:47]=2[CH:46]=[CH:45][CH:44]=1.C(N(CC)CC)C.C1(N)C=CC=CC=1N. (2) Given the product [C:1]1([S:7]([CH2:10][C:11]2[C:16]([C:17]([O:19][CH3:20])=[O:18])=[C:15]([O:22][CH2:23][CH2:24][NH:25][C:26]([O:28][C:29]([CH3:31])([CH3:30])[CH3:32])=[O:27])[C:14]([CH2:33][CH3:34])=[CH:13][CH:12]=2)(=[O:9])=[O:8])[CH:6]=[CH:5][CH:4]=[CH:3][CH:2]=1, predict the reactants needed to synthesize it. The reactants are: [C:1]1([S:7]([CH2:10][C:11]2[C:16]([C:17]([O:19][CH2:20]C)=[O:18])=[C:15]([O:22][CH2:23][CH2:24][NH:25][C:26]([O:28][C:29]([CH3:32])([CH3:31])[CH3:30])=[O:27])[C:14]([C:33]3C=CO[CH:34]=3)=[CH:13][CH:12]=2)(=[O:9])=[O:8])[CH:6]=[CH:5][CH:4]=[CH:3][CH:2]=1.C1(S(CC2C(C(OC)=O)=C(O)C(CC)=CC=2)(=O)=O)C=CC=CC=1.C(OC(NCCBr)=O)(C)(C)C. (3) Given the product [OH:39][CH2:38][CH2:37][NH:36][S:33]([C:29]1[CH:28]=[C:27]([NH:26][C:12]([C:11]2[CH:10]=[N:9][N:8]3[C:3]([CH:2]([F:1])[F:25])=[CH:4][C:5]([C:15]4[CH:16]=[CH:17][C:18]([C:21]([F:24])([F:22])[F:23])=[CH:19][CH:20]=4)=[N:6][C:7]=23)=[O:13])[CH:32]=[CH:31][CH:30]=1)(=[O:35])=[O:34], predict the reactants needed to synthesize it. The reactants are: [F:1][CH:2]([F:25])[C:3]1[N:8]2[N:9]=[CH:10][C:11]([C:12](O)=[O:13])=[C:7]2[N:6]=[C:5]([C:15]2[CH:20]=[CH:19][C:18]([C:21]([F:24])([F:23])[F:22])=[CH:17][CH:16]=2)[CH:4]=1.[NH2:26][C:27]1[CH:28]=[C:29]([S:33]([NH:36][CH2:37][CH2:38][OH:39])(=[O:35])=[O:34])[CH:30]=[CH:31][CH:32]=1.